This data is from Catalyst prediction with 721,799 reactions and 888 catalyst types from USPTO. The task is: Predict which catalyst facilitates the given reaction. (1) Reactant: O[CH2:2][C:3]1[CH:4]=[C:5]([C:9]2[CH:14]=[CH:13][CH:12]=[C:11]([C:15]([O:17][CH2:18][CH3:19])=[O:16])[CH:10]=2)[CH:6]=[CH:7][CH:8]=1.C1(P(C2C=CC=CC=2)C2C=CC=CC=2)C=CC=CC=1.C(Br)(Br)(Br)[Br:40]. Product: [Br:40][CH2:2][C:3]1[CH:4]=[C:5]([C:9]2[CH:14]=[CH:13][CH:12]=[C:11]([C:15]([O:17][CH2:18][CH3:19])=[O:16])[CH:10]=2)[CH:6]=[CH:7][CH:8]=1. The catalyst class is: 2. (2) Reactant: [OH:1][C:2]1[CH:3]=[C:4]([C:9]2([C:12]([OH:14])=[O:13])[CH2:11][CH2:10]2)[CH:5]=[CH:6][C:7]=1[OH:8].[CH3:15]C1C=CC(S(O)(=O)=O)=CC=1. Product: [CH3:15][O:13][C:12]([C:9]1([C:4]2[CH:5]=[CH:6][C:7]([OH:8])=[C:2]([OH:1])[CH:3]=2)[CH2:11][CH2:10]1)=[O:14]. The catalyst class is: 5.